Dataset: Catalyst prediction with 721,799 reactions and 888 catalyst types from USPTO. Task: Predict which catalyst facilitates the given reaction. Reactant: [C:1]([NH2:9])(=[S:8])[C:2]1[CH:7]=[CH:6][CH:5]=[CH:4][CH:3]=1.Cl[CH2:11][C:12](=O)[CH2:13][C:14]([O:16]CC)=[O:15].[Li+].[OH-]. Product: [C:2]1([C:1]2[S:8][CH:11]=[C:12]([CH2:13][C:14]([OH:16])=[O:15])[N:9]=2)[CH:7]=[CH:6][CH:5]=[CH:4][CH:3]=1. The catalyst class is: 24.